Dataset: Full USPTO retrosynthesis dataset with 1.9M reactions from patents (1976-2016). Task: Predict the reactants needed to synthesize the given product. (1) Given the product [CH:1]1([N:8]2[CH2:13][CH2:12][C:11]([S:21]([C:24]3[CH:25]=[CH:26][C:27]([C:30]4[CH:31]=[CH:32][C:33]([O:36][C:37]([F:41])([F:42])[CH:38]([F:39])[F:40])=[CH:34][CH:35]=4)=[CH:28][CH:29]=3)(=[O:23])=[O:22])([C:14]([NH:79][O:78][CH:73]3[CH2:74][CH2:75][CH2:76][CH2:77][O:72]3)=[O:15])[CH2:10][CH2:9]2)[CH2:2][CH2:3]1, predict the reactants needed to synthesize it. The reactants are: [CH2:1]([N:8]1[CH2:13][CH2:12][C:11]([S:21]([C:24]2[CH:29]=[CH:28][C:27]([C:30]3[CH:35]=[CH:34][C:33]([O:36][C:37]([F:42])([F:41])[CH:38]([F:40])[F:39])=[CH:32][CH:31]=3)=[CH:26][CH:25]=2)(=[O:23])=[O:22])([C:14](OC(C)(C)C)=[O:15])[CH2:10][CH2:9]1)[C:2]1C=CC=C[CH:3]=1.C(N(CC)CC)C.F[B-](F)(F)F.N1(OC(N(C)C)=[N+](C)C)C2C=CC=CC=2N=N1.[O:72]1[CH2:77][CH2:76][CH2:75][CH2:74][CH:73]1[O:78][NH2:79]. (2) Given the product [O:23]=[C:15]1[C:16]2[CH:17]=[CH:18][CH:19]=[C:20]3[NH:22][CH:10]([C:7]4[CH:6]=[CH:5][C:4]([CH:3]=[O:2])=[CH:9][CH:8]=4)[CH:11]([C:24]4[CH:29]=[CH:28][CH:27]=[CH:26][CH:25]=4)[C:12]([C:21]=23)=[N:13][NH:14]1, predict the reactants needed to synthesize it. The reactants are: C[O:2][CH:3](OC)[C:4]1[CH:9]=[CH:8][C:7]([CH:10]2[NH:22][C:20]3[C:21]4[C:12](=[N:13][NH:14][C:15](=[O:23])[C:16]=4[CH:17]=[CH:18][CH:19]=3)[CH:11]2[C:24]2[CH:29]=[CH:28][CH:27]=[CH:26][CH:25]=2)=[CH:6][CH:5]=1.C(=O)([O-])[O-].[K+].[K+]. (3) Given the product [C:1]([O:5][C:6](=[O:42])[NH:7][C:8]1([C:12]2[CH:17]=[CH:16][C:15]([C:18]3[N:19]=[C:44]4[CH:49]=[C:48]([C:55]5[CH:54]=[CH:10][CH:9]=[CH:8][N:7]=5)[CH:47]=[CH:46][N:45]4[C:35]=3[C:36]3[CH:37]=[CH:38][CH:39]=[CH:40][CH:41]=3)=[CH:14][CH:13]=2)[CH2:11][CH2:10][CH2:9]1)([CH3:4])([CH3:2])[CH3:3], predict the reactants needed to synthesize it. The reactants are: [C:1]([O:5][C:6](=[O:42])[NH:7][C:8]1([C:12]2[CH:17]=[CH:16][C:15]([C:18]3[N:19]=C4C=C(B5OC(C)(C)C(C)(C)O5)C=CN4[C:35]=3[C:36]3[CH:41]=[CH:40][CH:39]=[CH:38][CH:37]=3)=[CH:14][CH:13]=2)[CH2:11][CH2:10][CH2:9]1)([CH3:4])([CH3:3])[CH3:2].Br[C:44]1[CH:49]=[CH:48][CH:47]=[CH:46][N:45]=1.O1[CH2:55][CH2:54]OCC1.[OH-].[Na+].O.